The task is: Predict the product of the given reaction.. This data is from Forward reaction prediction with 1.9M reactions from USPTO patents (1976-2016). The product is: [CH2:8]([C:2]1[S:27][C:26]([N:3]2[C@H:2]([CH3:1])[CH2:8][C:7]3[CH:9]=[C:10]4[O:15][CH2:14][O:13][C:11]4=[CH:12][C:6]=3[C:5]([C:16]3[CH:21]=[CH:20][C:19]([N+:22]([O-:24])=[O:23])=[C:18]([CH3:25])[CH:17]=3)=[N:4]2)=[N:4][N:3]=1)[CH3:7]. Given the reactants [CH3:1][C@@H:2]1[CH2:8][C:7]2[CH:9]=[C:10]3[O:15][CH2:14][O:13][C:11]3=[CH:12][C:6]=2[C:5]([C:16]2[CH:21]=[CH:20][C:19]([N+:22]([O-:24])=[O:23])=[C:18]([CH3:25])[CH:17]=2)=[N:4][N:3]1[C:26](Cl)=[S:27], predict the reaction product.